Dataset: Catalyst prediction with 721,799 reactions and 888 catalyst types from USPTO. Task: Predict which catalyst facilitates the given reaction. Reactant: [C:1]1([O:11][CH2:12][CH2:13][C:14]2[C:22]3[C:17]4=[C:18]([S:23][CH2:24][CH2:25][N:16]4[C:15]=2[C:26](O)=[O:27])[CH:19]=[CH:20][CH:21]=3)[C:10]2[C:5](=[CH:6][CH:7]=[CH:8][CH:9]=2)[CH:4]=[CH:3][CH:2]=1.[CH3:29][S:30]([NH2:33])(=[O:32])=[O:31].C1CN([P+](ON2N=NC3C=CC=CC2=3)(N2CCCC2)N2CCCC2)CC1.F[P-](F)(F)(F)(F)F.CCN(C(C)C)C(C)C. Product: [CH3:29][S:30]([NH:33][C:26]([C:15]1[N:16]2[CH2:25][CH2:24][S:23][C:18]3[CH:19]=[CH:20][CH:21]=[C:22]([C:14]=1[CH2:13][CH2:12][O:11][C:1]1[C:10]4[C:5](=[CH:6][CH:7]=[CH:8][CH:9]=4)[CH:4]=[CH:3][CH:2]=1)[C:17]2=3)=[O:27])(=[O:32])=[O:31]. The catalyst class is: 2.